This data is from Retrosynthesis with 50K atom-mapped reactions and 10 reaction types from USPTO. The task is: Predict the reactants needed to synthesize the given product. (1) The reactants are: CCOC(=O)C(Cc1cccc2[nH]ccc12)OCC.Cc1oc(-c2ccc(C(C)C)cc2)nc1CCl. Given the product CCOC(=O)C(Cc1cccc2c1ccn2Cc1nc(-c2ccc(C(C)C)cc2)oc1C)OCC, predict the reactants needed to synthesize it. (2) Given the product O=C1NCCN1C(=O)NC1(C(=O)OCc2ccccc2)CCCCC1, predict the reactants needed to synthesize it. The reactants are: NC1(C(=O)OCc2ccccc2)CCCCC1.O=C(Cl)N1CCNC1=O. (3) Given the product COc1ccc(-c2ccc(-n3nccc3-c3ccc(OC)c(O[C@@H]4CCOC4)c3)cc2)cn1, predict the reactants needed to synthesize it. The reactants are: COc1ccc(-c2ccnn2-c2ccc(Br)cc2)cc1O[C@@H]1CCOC1.COc1ccc(B(O)O)cn1. (4) Given the product C#Cc1ccccc1OC, predict the reactants needed to synthesize it. The reactants are: COc1ccccc1C#C[Si](C)(C)C. (5) Given the product COc1ccc2c(c1)CC[C@@H]1[C@@H]2CC[C@]2(C)C[C@@H](N)C[C@@H]12, predict the reactants needed to synthesize it. The reactants are: COc1ccc2c(c1)CC[C@@H]1[C@@H]2CC[C@]2(C)C[C@@H](N=[N+]=[N-])C[C@@H]12.